The task is: Predict the product of the given reaction.. This data is from Forward reaction prediction with 1.9M reactions from USPTO patents (1976-2016). (1) Given the reactants [CH3:1][O:2][C:3]1[CH:11]=[CH:10][C:6]([C:7]([OH:9])=O)=[CH:5][CH:4]=1.C(C1NC=CN=1)(C1NC=CN=1)=O.O/[N:25]=[C:26](\[NH2:44])/[C:27]1[CH:32]=[CH:31][C:30]([C:33]2[NH:37][C:36]3[CH:38]=[CH:39][C:40]([O:42][CH3:43])=[CH:41][C:35]=3[N:34]=2)=[CH:29][CH:28]=1, predict the reaction product. The product is: [CH3:43][O:42][C:40]1[CH:39]=[CH:38][C:36]2[NH:37][C:33]([C:30]3[CH:29]=[CH:28][C:27]([C:26]4[N:44]=[C:7]([C:6]5[CH:5]=[CH:4][C:3]([O:2][CH3:1])=[CH:11][CH:10]=5)[O:9][N:25]=4)=[CH:32][CH:31]=3)=[N:34][C:35]=2[CH:41]=1. (2) Given the reactants [CH3:1][O:2][C:3]1[CH:12]=[CH:11][C:10]2[C:5](=[CH:6][CH:7]=[CH:8][CH:9]=2)[CH:4]=1.[Cl-].[Al+3].[Cl-].[Cl-].[C:17](Cl)(=[O:27])[CH2:18][CH2:19][CH2:20][CH2:21][CH2:22][CH2:23][CH2:24][CH2:25][CH3:26].O, predict the reaction product. The product is: [C:17]([C:8]1[CH:7]=[CH:6][C:5]2[C:10](=[CH:11][CH:12]=[C:3]([O:2][CH3:1])[CH:4]=2)[CH:9]=1)(=[O:27])[CH2:18][CH2:19][CH2:20][CH2:21][CH2:22][CH2:23][CH2:24][CH2:25][CH3:26]. (3) Given the reactants [F:1][C:2]1[CH:7]=[CH:6][C:5]([N:8]2[C:13]3[CH:14]=[CH:15][C:16]([N:18](S(C)(=O)=O)[S:19]([CH3:22])(=[O:21])=[O:20])=[CH:17][C:12]=3[O:11][C:10]([CH3:28])([CH3:27])[C:9]2=[O:29])=[CH:4][CH:3]=1.[OH-].[Na+].CC1(C)C(=O)NC2C=CC(N(S(C)(=O)=O)S(C)(=O)=O)=CC=2O1.Cl.CS(C)=O.O, predict the reaction product. The product is: [F:1][C:2]1[CH:3]=[CH:4][C:5]([N:8]2[C:13]3[CH:14]=[CH:15][C:16]([NH:18][S:19]([CH3:22])(=[O:20])=[O:21])=[CH:17][C:12]=3[O:11][C:10]([CH3:27])([CH3:28])[C:9]2=[O:29])=[CH:6][CH:7]=1. (4) Given the reactants C([O-])([O-])=O.[K+].[K+].C1(P(C2C=CC=CC=2)C2C=CC=CC=2)C=CC=CC=1.[CH2:26]([N:28]1[C:37]2[CH:36]=[CH:35][C:34](I)=[CH:33][C:32]=2[C:31]2=[N:39][N:40]([CH:43]3[CH2:48][CH2:47][CH2:46][CH2:45][O:44]3)[C:41]([CH3:42])=[C:30]2[C:29]1=[O:49])[CH3:27].[C:50]([O:54][CH3:55])(=[O:53])[CH:51]=[CH2:52], predict the reaction product. The product is: [CH2:26]([N:28]1[C:37]2[CH:36]=[CH:35][C:34](/[CH:52]=[CH:51]/[C:50]([O:54][CH3:55])=[O:53])=[CH:33][C:32]=2[C:31]2=[N:39][N:40]([CH:43]3[CH2:48][CH2:47][CH2:46][CH2:45][O:44]3)[C:41]([CH3:42])=[C:30]2[C:29]1=[O:49])[CH3:27]. (5) Given the reactants [F:1][C:2]([F:20])([F:19])[C:3]1[CH:8]=[CH:7][C:6]([C:9]2[CH:17]=[CH:16][CH:15]=[C:14]3[C:10]=2[CH2:11][CH2:12][C:13]3=[O:18])=[CH:5][CH:4]=1.[BrH:21].BrBr.S(=O)(O)[O-].[Na+], predict the reaction product. The product is: [Br:21][CH:12]1[CH2:11][C:10]2[C:14](=[CH:15][CH:16]=[CH:17][C:9]=2[C:6]2[CH:5]=[CH:4][C:3]([C:2]([F:19])([F:20])[F:1])=[CH:8][CH:7]=2)[C:13]1=[O:18]. (6) The product is: [F:25][C:22]1[CH:21]=[CH:20][C:19]([C:15]2[O:16][C:17]([CH3:18])=[C:13]([CH2:12][O:11][CH:7]3[CH2:8][CH2:9][CH2:10][CH:5]([CH2:33][CH:32]=[O:36])[CH2:6]3)[N:14]=2)=[CH:24][CH:23]=1. Given the reactants C(O[CH:5]1[CH2:10][CH2:9][CH2:8][CH:7]([O:11][CH2:12][C:13]2[N:14]=[C:15]([C:19]3[CH:24]=[CH:23][C:22]([F:25])=[CH:21][CH:20]=3)[O:16][C:17]=2[CH3:18])[CH2:6]1)C=C.I([O-])(=O)(=O)=O.[Na+].[C:32]([O:36]C)(C)(C)[CH3:33], predict the reaction product. (7) Given the reactants [N:1]([CH:4]([C:6]1[N:7]=[C:8]2[S:16][CH:15]=[C:14]([CH3:17])[N:9]2[C:10](=[O:13])[C:11]=1Br)[CH3:5])=[N+:2]=[N-:3].[F:18][C:19]1[CH:20]=[C:21](B(O)O)[CH:22]=[CH:23][CH:24]=1.C(=O)([O-])[O-].[Na+].[Na+], predict the reaction product. The product is: [N:1]([CH:4]([C:6]1[N:7]=[C:8]2[S:16][CH:15]=[C:14]([CH3:17])[N:9]2[C:10](=[O:13])[C:11]=1[C:23]1[CH:22]=[CH:21][CH:20]=[C:19]([F:18])[CH:24]=1)[CH3:5])=[N+:2]=[N-:3]. (8) Given the reactants [C:1](OC(O[C:1]([CH3:4])([CH3:3])[CH3:2])N(C)C)([CH3:4])([CH3:3])[CH3:2].[Br:15][C:16]1[C:24]2[C:19](=[N:20][CH:21]=[C:22]([C:25]3[CH:26]=[C:27]([CH:31]=[CH:32][C:33]=3[CH3:34])[C:28]([OH:30])=[O:29])[CH:23]=2)[O:18][C:17]=1[C:35]1[CH:40]=[CH:39][C:38]([F:41])=[CH:37][CH:36]=1, predict the reaction product. The product is: [Br:15][C:16]1[C:24]2[C:19](=[N:20][CH:21]=[C:22]([C:25]3[CH:26]=[C:27]([CH:31]=[CH:32][C:33]=3[CH3:34])[C:28]([O:30][C:1]([CH3:4])([CH3:3])[CH3:2])=[O:29])[CH:23]=2)[O:18][C:17]=1[C:35]1[CH:36]=[CH:37][C:38]([F:41])=[CH:39][CH:40]=1. (9) Given the reactants [CH2:1]([C@H:8]1[CH2:10][O:9]1)[C:2]1[CH:7]=[CH:6][CH:5]=[CH:4][CH:3]=1.Cl.[NH2:12][CH2:13][C:14]1[CH:23]=[CH:22][C:17]([C:18]([O:20][CH3:21])=[O:19])=[CH:16][CH:15]=1.CCN(C(C)C)C(C)C, predict the reaction product. The product is: [OH:9][C@@H:8]([CH2:1][C:2]1[CH:7]=[CH:6][CH:5]=[CH:4][CH:3]=1)[CH2:10][NH:12][CH2:13][C:14]1[CH:15]=[CH:16][C:17]([C:18]([O:20][CH3:21])=[O:19])=[CH:22][CH:23]=1. (10) Given the reactants C(Cl)(=O)C(Cl)=O.CS(C)=O.[O:11]1[CH2:16][CH2:15][CH2:14][CH2:13][CH:12]1[O:17][CH2:18][CH2:19][N:20]1[CH2:25][CH2:24][CH:23]([OH:26])[CH2:22][CH2:21]1.C(N(CC)CC)C, predict the reaction product. The product is: [O:11]1[CH2:16][CH2:15][CH2:14][CH2:13][CH:12]1[O:17][CH2:18][CH2:19][N:20]1[CH2:21][CH2:22][C:23](=[O:26])[CH2:24][CH2:25]1.